This data is from Forward reaction prediction with 1.9M reactions from USPTO patents (1976-2016). The task is: Predict the product of the given reaction. Given the reactants [Br:1][C:2]1[CH:3]=[C:4]([CH:8]=[C:9]([Br:23])[C:10]=1[O:11][C:12]1[CH:17]=[CH:16][C:15]([O:18]C)=[C:14]([CH:20]([CH3:22])[CH3:21])[CH:13]=1)[C:5](O)=[O:6].[Cl:24][C:25]1[CH:30]=[CH:29][C:28]([S:31]([NH2:34])(=[O:33])=[O:32])=[CH:27][CH:26]=1, predict the reaction product. The product is: [Br:1][C:2]1[CH:3]=[C:4]([CH:8]=[C:9]([Br:23])[C:10]=1[O:11][C:12]1[CH:17]=[CH:16][C:15]([OH:18])=[C:14]([CH:20]([CH3:21])[CH3:22])[CH:13]=1)[C:5]([C:29]1[CH:30]=[C:25]([Cl:24])[CH:26]=[CH:27][C:28]=1[S:31]([NH2:34])(=[O:32])=[O:33])=[O:6].